Dataset: Catalyst prediction with 721,799 reactions and 888 catalyst types from USPTO. Task: Predict which catalyst facilitates the given reaction. Reactant: [CH:1]([NH2:4])([CH3:3])[CH3:2].[Cl:5][C:6]1[N:11]=[C:10](Cl)[CH:9]=[C:8]([CH2:13][O:14][CH2:15][C:16]([F:19])([F:18])[F:17])[N:7]=1. Product: [Cl:5][C:6]1[N:11]=[C:10]([NH:4][CH:1]([CH3:3])[CH3:2])[CH:9]=[C:8]([CH2:13][O:14][CH2:15][C:16]([F:19])([F:18])[F:17])[N:7]=1. The catalyst class is: 449.